From a dataset of Full USPTO retrosynthesis dataset with 1.9M reactions from patents (1976-2016). Predict the reactants needed to synthesize the given product. (1) Given the product [C:27]([OH:34])(=[O:33])/[CH:28]=[CH:29]/[C:30]([OH:32])=[O:31].[Cl:1][C:2]1[CH:9]=[CH:8][C:5]([C:6]#[N:7])=[C:4]([O:10][C:11]2[CH:16]=[CH:15][CH:14]=[C:13]([CH2:17][NH:24][CH3:23])[C:12]=2[O:19][CH3:20])[CH:3]=1, predict the reactants needed to synthesize it. The reactants are: [Cl:1][C:2]1[CH:9]=[CH:8][C:5]([C:6]#[N:7])=[C:4]([O:10][C:11]2[CH:16]=[CH:15][CH:14]=[C:13]([CH:17]=O)[C:12]=2[O:19][CH3:20])[CH:3]=1.CN.[C:23]([BH3-])#[N:24].[Na+].[C:27]([OH:34])(=[O:33])/[CH:28]=[CH:29]/[C:30]([OH:32])=[O:31]. (2) Given the product [Cl:1][C:2]1[CH:3]=[CH:4][C:5]([NH:8][C:9]2[N:10]=[C:11]([N:16]3[C:20]([CH3:21])=[CH:19][C:18]([CH3:22])=[N:17]3)[C:12]([NH:15][CH2:23][CH3:24])=[N:13][CH:14]=2)=[CH:6][CH:7]=1, predict the reactants needed to synthesize it. The reactants are: [Cl:1][C:2]1[CH:7]=[CH:6][C:5]([NH:8][C:9]2[N:10]=[C:11]([N:16]3[C:20]([CH3:21])=[CH:19][C:18]([CH3:22])=[N:17]3)[C:12]([NH2:15])=[N:13][CH:14]=2)=[CH:4][CH:3]=1.[CH:23](=O)[CH3:24].[Na].C(=O)([O-])O.[Na+]. (3) Given the product [Br:19][CH:18]([Br:20])[C:11]1[C:12]([N+:15]([O-:17])=[O:16])=[CH:13][CH:14]=[C:9]([O:8][CH3:7])[N:10]=1, predict the reactants needed to synthesize it. The reactants are: CC(C)([O-])C.[K+].[CH3:7][O:8][C:9]1[CH:14]=[CH:13][C:12]([N+:15]([O-:17])=[O:16])=[CH:11][N:10]=1.[CH:18](Br)([Br:20])[Br:19].C(O)(=O)C. (4) Given the product [Cl:1][C:2]1[C:7]([Cl:8])=[CH:6][CH:5]=[CH:4][C:3]=1[C:9]([N:11]1[CH2:16][CH2:15][C:14]2[N:17]([C:20]3[CH:25]=[N:24][CH:23]=[C:22]([CH3:26])[N:21]=3)[N:18]=[N:19][C:13]=2[CH:12]1[CH3:27])=[O:10], predict the reactants needed to synthesize it. The reactants are: [Cl:1][C:2]1[C:7]([Cl:8])=[CH:6][CH:5]=[CH:4][C:3]=1[C:9]([N:11]1[CH:16]=[CH:15][C:14]2[N:17]([C:20]3[CH:25]=[N:24][CH:23]=[C:22]([CH3:26])[N:21]=3)[N:18]=[N:19][C:13]=2[CH:12]1[CH3:27])=[O:10].ClC1C(C(F)(F)F)=CC=CC=1C(N1C=CC2N(C3C(C)=CC(C)=CN=3)N=NC=2C1C)=O.CCOC(C)=O. (5) Given the product [C:5]([C:4]1[CH:7]=[CH:8][C:9]([CH2:10][CH:11]2[CH2:15][CH2:14][N:13]([CH:16]3[CH2:21][CH2:20][CH2:19][CH2:18][CH2:17]3)[C:12]2=[O:22])=[C:2]([Cl:1])[CH:3]=1)(=[O:34])[C:23]1[CH:28]=[CH:27][CH:26]=[CH:25][CH:24]=1, predict the reactants needed to synthesize it. The reactants are: [Cl:1][C:2]1[CH:3]=[C:4]([CH:7]=[CH:8][C:9]=1[CH2:10][CH:11]1[CH2:15][CH2:14][N:13]([CH:16]2[CH2:21][CH2:20][CH2:19][CH2:18][CH2:17]2)[C:12]1=[O:22])[C:5]#N.[C:23]1([Mg]Br)[CH:28]=[CH:27][CH:26]=[CH:25][CH:24]=1.C1C[O:34]CC1.